Dataset: Full USPTO retrosynthesis dataset with 1.9M reactions from patents (1976-2016). Task: Predict the reactants needed to synthesize the given product. (1) Given the product [F:25][C:26]1[CH:34]=[CH:33][CH:32]=[C:31]([F:35])[C:27]=1[C:28]([NH:30][C:2]1[N:3]=[CH:4][C:5]([N:8]2[C:12]3[CH:13]=[CH:14][C:15]([C:17]([O:19][CH3:20])=[O:18])=[CH:16][C:11]=3[N:10]=[C:9]2[C:21]([F:22])([F:24])[F:23])=[N:6][CH:7]=1)=[O:29], predict the reactants needed to synthesize it. The reactants are: Br[C:2]1[N:3]=[CH:4][C:5]([N:8]2[C:12]3[CH:13]=[CH:14][C:15]([C:17]([O:19][CH3:20])=[O:18])=[CH:16][C:11]=3[N:10]=[C:9]2[C:21]([F:24])([F:23])[F:22])=[N:6][CH:7]=1.[F:25][C:26]1[CH:34]=[CH:33][CH:32]=[C:31]([F:35])[C:27]=1[C:28]([NH2:30])=[O:29].[O-]P([O-])([O-])=O.[K+].[K+].[K+].O.C(N)CN. (2) Given the product [Cl:1][C:2]1[CH:8]=[C:7]([O:9][C:10]2[C:11]3[N:18]([CH3:19])[C:17]([CH2:20][O:21][CH3:22])=[CH:16][C:12]=3[N:13]=[CH:14][N:15]=2)[CH:6]=[CH:5][C:3]=1[NH:4][C:39]([NH:38][C:34]1[CH:35]=[CH:36][CH:37]=[C:32]([C:31]([F:30])([F:41])[F:42])[CH:33]=1)=[O:40], predict the reactants needed to synthesize it. The reactants are: [Cl:1][C:2]1[CH:8]=[C:7]([O:9][C:10]2[C:11]3[N:18]([CH3:19])[C:17]([CH2:20][O:21][CH3:22])=[CH:16][C:12]=3[N:13]=[CH:14][N:15]=2)[CH:6]=[CH:5][C:3]=1[NH2:4].C(N(CC)CC)C.[F:30][C:31]([F:42])([F:41])[C:32]1[CH:33]=[C:34]([N:38]=[C:39]=[O:40])[CH:35]=[CH:36][CH:37]=1.O. (3) Given the product [N:44]1[CH:45]=[CH:46][CH:47]=[N:48][C:43]=1[O:1][CH2:2][CH2:3][O:4][C:5]1[N:10]=[C:9]([C:11]2[CH:16]=[CH:15][N:14]=[CH:13][CH:12]=2)[N:8]=[C:7]([NH:17][S:18](=[O:30])(=[O:29])[NH:19][C:20]2[CH:21]=[CH:22][C:23]([CH:26]([CH3:28])[CH3:27])=[CH:24][CH:25]=2)[C:6]=1[O:31][C:32]1[CH:37]=[CH:36][CH:35]=[CH:34][C:33]=1[O:38][CH3:39], predict the reactants needed to synthesize it. The reactants are: [OH:1][CH2:2][CH2:3][O:4][C:5]1[N:10]=[C:9]([C:11]2[CH:16]=[CH:15][N:14]=[CH:13][CH:12]=2)[N:8]=[C:7]([NH:17][S:18](=[O:30])(=[O:29])[NH:19][C:20]2[CH:25]=[CH:24][C:23]([CH:26]([CH3:28])[CH3:27])=[CH:22][CH:21]=2)[C:6]=1[O:31][C:32]1[CH:37]=[CH:36][CH:35]=[CH:34][C:33]=1[O:38][CH3:39].[H-].[Na+].Cl[C:43]1[N:48]=[CH:47][CH:46]=[CH:45][N:44]=1.CN(C=O)C. (4) Given the product [F:23][C:20]1[CH:21]=[CH:22][C:17]([C:2]2[N:33]=[C:31]([C:34]3[CH:35]=[N:36][CH:37]=[CH:38][CH:39]=3)[NH:32][C:3]=2[C:5]2[CH:16]=[CH:15][C:8]3[N:9]=[N:10][N:11]([CH:12]([CH3:14])[CH3:13])[C:7]=3[CH:6]=2)=[CH:18][CH:19]=1, predict the reactants needed to synthesize it. The reactants are: Br[CH:2]([C:17]1[CH:22]=[CH:21][C:20]([F:23])=[CH:19][CH:18]=1)[C:3]([C:5]1[CH:16]=[CH:15][C:8]2[N:9]=[N:10][N:11]([CH:12]([CH3:14])[CH3:13])[C:7]=2[CH:6]=1)=O.C(=O)([O-])[O-].[Cs+].[Cs+].Cl.[C:31]([C:34]1[CH:35]=[N:36][CH:37]=[CH:38][CH:39]=1)(=[NH:33])[NH2:32].O. (5) Given the product [CH2:9]([O:11][C:12](=[O:16])/[CH:13]=[C:14](/[O:8][C:3]1[CH:4]=[CH:5][CH:6]=[CH:7][C:2]=1[CH3:1])\[CH3:15])[CH3:10], predict the reactants needed to synthesize it. The reactants are: [CH3:1][C:2]1[CH:7]=[CH:6][CH:5]=[CH:4][C:3]=1[OH:8].[CH2:9]([O:11][C:12](=[O:16])[C:13]#[C:14][CH3:15])[CH3:10].N12CCCN=C1CCCCC2.